From a dataset of Reaction yield outcomes from USPTO patents with 853,638 reactions. Predict the reaction yield, written as a fraction of the theoretical maximum amount of product (1.0 means a 100% yield; for example, 0.34 means a 34% yield). (1) The reactants are [CH2:1]([C@@:5]1([CH2:28][CH3:29])[NH:11][C@H:10]([C:12]2[CH:17]=[CH:16][CH:15]=[CH:14][CH:13]=2)[C:9]2[CH:18]=[C:19]([O:24][CH3:25])[C:20]([CH:22]=O)=[CH:21][C:8]=2[S:7](=[O:27])(=[O:26])[CH2:6]1)[CH2:2][CH2:3][CH3:4].[NH2:30][C@@H:31]([C:37]([O:39][CH3:40])=[O:38])[CH2:32][C:33]([O:35][CH3:36])=[O:34].C(=O)([O-])[O-].[K+].[K+]. The catalyst is ClCCCl. The product is [CH2:1]([C@@:5]1([CH2:28][CH3:29])[NH:11][C@H:10]([C:12]2[CH:17]=[CH:16][CH:15]=[CH:14][CH:13]=2)[C:9]2[CH:18]=[C:19]([O:24][CH3:25])[C:20]([CH2:22][NH:30][C@@H:31]([C:37]([O:39][CH3:40])=[O:38])[CH2:32][C:33]([O:35][CH3:36])=[O:34])=[CH:21][C:8]=2[S:7](=[O:26])(=[O:27])[CH2:6]1)[CH2:2][CH2:3][CH3:4]. The yield is 0.480. (2) The reactants are [Cl:1][C:2]1[CH:3]=[C:4]([S:8](Cl)(=[O:10])=[O:9])[S:5][C:6]=1[Cl:7].[C:12]1([CH2:22][NH2:23])[C:21]2[C:16](=[CH:17][CH:18]=[CH:19][CH:20]=2)[CH:15]=[CH:14][CH:13]=1.CCN(CC)CC. The catalyst is C(Cl)Cl.O. The product is [Cl:1][C:2]1[CH:3]=[C:4]([S:8]([NH:23][CH2:22][C:12]2[C:21]3[C:16](=[CH:17][CH:18]=[CH:19][CH:20]=3)[CH:15]=[CH:14][CH:13]=2)(=[O:10])=[O:9])[S:5][C:6]=1[Cl:7]. The yield is 0.910. (3) The reactants are [Br:1][C:2]1[N:3]=[C:4](Br)[C:5]2[C:10]([CH:11]=1)=[CH:9][CH:8]=[CH:7][CH:6]=2.[N:13]1([C:20]([O:22][C:23]([CH3:26])([CH3:25])[CH3:24])=[O:21])[CH2:19][CH2:18][CH2:17][NH:16][CH2:15][CH2:14]1.C(=O)([O-])[O-].[K+].[K+]. The catalyst is CN(C=O)C. The product is [Br:1][C:2]1[N:3]=[C:4]([N:16]2[CH2:17][CH2:18][CH2:19][N:13]([C:20]([O:22][C:23]([CH3:26])([CH3:25])[CH3:24])=[O:21])[CH2:14][CH2:15]2)[C:5]2[C:10]([CH:11]=1)=[CH:9][CH:8]=[CH:7][CH:6]=2. The yield is 0.760. (4) The reactants are C[O:2][C:3]([CH:5]1[CH2:12][CH:11]2[N:13]([C:14]([C:16]3[CH:25]=[CH:24][C:23]4[C:18](=[C:19]([C:34]([F:37])([F:36])[F:35])[C:20]([O:26][CH:27]5[CH2:32][CH2:31][CH:30]([CH3:33])[CH2:29][CH2:28]5)=[CH:21][CH:22]=4)[CH:17]=3)=[O:15])[CH:7]([CH2:8][CH2:9][CH2:10]2)[CH2:6]1)=[O:4].O1CCCC1.CO.O.[OH-].[Li+].Cl. No catalyst specified. The product is [CH3:33][CH:30]1[CH2:31][CH2:32][CH:27]([O:26][C:20]2[C:19]([C:34]([F:37])([F:35])[F:36])=[C:18]3[C:23]([CH:24]=[CH:25][C:16]([C:14]([N:13]4[CH:7]5[CH2:8][CH2:9][CH2:10][CH:11]4[CH2:12][CH:5]([C:3]([OH:4])=[O:2])[CH2:6]5)=[O:15])=[CH:17]3)=[CH:22][CH:21]=2)[CH2:28][CH2:29]1. The yield is 0.680.